From a dataset of Full USPTO retrosynthesis dataset with 1.9M reactions from patents (1976-2016). Predict the reactants needed to synthesize the given product. (1) Given the product [CH3:16][O:15][C:10]1[CH:11]=[CH:12][CH:13]=[CH:14][C:9]=1[N:8]1[C:73](=[O:75])[NH:1][C:2]2[C:7]1=[N:6][C:5]([NH:17][CH2:18][C@@H:19]1[CH2:23][CH2:22][CH2:21][NH:20]1)=[N:4][C:3]=2[C:31]([NH2:43])=[O:33], predict the reactants needed to synthesize it. The reactants are: [NH2:1][C:2]1[C:3]([C:31]([O:33]CC)=O)=[N:4][C:5]([NH:17][CH2:18][C@@H:19]2[CH2:23][CH2:22][CH2:21][N:20]2C(OC(C)(C)C)=O)=[N:6][C:7]=1[NH:8][C:9]1[CH:14]=[CH:13][CH:12]=[CH:11][C:10]=1[O:15][CH3:16].C(OC([N:43]1CCC[C@H]1CNC1N=C(C(OCC)=O)C([N+]([O-])=O)=C(NC2C=CC=CC=2OC)N=1)=O)(C)(C)C.[CH2:73]([OH:75])C. (2) Given the product [C:10]([O:14][C:15](=[O:42])[N:16]([CH:18]1[CH2:23][CH2:22][CH:21]([N:24]([C:49]([C:48]2[S:47][C:46]3[CH:52]=[CH:53][CH:54]=[CH:55][C:45]=3[C:44]=2[Cl:43])=[O:50])[CH2:25][C:26]2[CH:27]=[C:28]([C:34]3[CH:39]=[CH:38][C:37]([C:40]#[N:41])=[CH:36][CH:35]=3)[C:29]([O:32][CH3:33])=[CH:30][CH:31]=2)[CH2:20][CH2:19]1)[CH3:17])([CH3:13])([CH3:11])[CH3:12], predict the reactants needed to synthesize it. The reactants are: C(N(CC)C(C)C)(C)C.[C:10]([O:14][C:15](=[O:42])[N:16]([CH:18]1[CH2:23][CH2:22][CH:21]([NH:24][CH2:25][C:26]2[CH:27]=[C:28]([C:34]3[CH:39]=[CH:38][C:37]([C:40]#[N:41])=[CH:36][CH:35]=3)[C:29]([O:32][CH3:33])=[CH:30][CH:31]=2)[CH2:20][CH2:19]1)[CH3:17])([CH3:13])([CH3:12])[CH3:11].[Cl:43][C:44]1[C:45]2[CH:55]=[CH:54][CH:53]=[CH:52][C:46]=2[S:47][C:48]=1[C:49](Cl)=[O:50]. (3) Given the product [CH2:1]1[C:9]2[C:4](=[CH:5][C:6]([NH:10][C:11](=[C:14]([CH2:19][C:20]([O:22][CH3:23])=[O:21])[C:15]([O:17][CH3:18])=[O:16])[CH3:12])=[CH:7][CH:8]=2)[CH2:3][CH2:2]1, predict the reactants needed to synthesize it. The reactants are: [CH2:1]1[C:9]2[C:4](=[CH:5][C:6]([NH2:10])=[CH:7][CH:8]=2)[CH2:3][CH2:2]1.[C:11]([CH:14]([CH2:19][C:20]([O:22][CH3:23])=[O:21])[C:15]([O:17][CH3:18])=[O:16])(=O)[CH3:12]. (4) Given the product [NH2:16][CH:2]1[CH:9]2[CH2:10][C:5]3([C:12]([OH:14])=[O:13])[CH2:6][CH:7]([CH2:11][CH:3]1[CH2:4]3)[CH2:8]2, predict the reactants needed to synthesize it. The reactants are: O=[C:2]1[CH:9]2[CH2:10][C:5]3([C:12]([OH:14])=[O:13])[CH2:6][CH:7]([CH2:11][CH:3]1[CH2:4]3)[CH2:8]2.O.[NH3:16]. (5) The reactants are: Cl.C(N[C:5]1[C:6]2[CH:14]=[CH:13][CH:12]=[CH:11][C:7]=2[S:8][C:9]=1[CH3:10])C.Cl[C:16]([O:18][CH3:19])=[O:17].[CH3:20][CH2:21][N:22](CC)CC.O. Given the product [CH3:10][C:9]1[S:8][C:7]2[CH:11]=[CH:12][CH:13]=[CH:14][C:6]=2[C:5]=1[CH2:20][CH2:21][NH:22][C:16](=[O:17])[O:18][CH3:19], predict the reactants needed to synthesize it.